Dataset: Catalyst prediction with 721,799 reactions and 888 catalyst types from USPTO. Task: Predict which catalyst facilitates the given reaction. (1) Reactant: [H-].[Na+].[C:3](#[N:7])[CH2:4][C:5]#[N:6].[CH:8]1([C:14](Cl)=O)[CH2:13][CH2:12][CH2:11][CH2:10][CH2:9]1.COS(=O)(=O)OC.C(N(CC)CC)C.[CH3:31][NH:32][NH2:33]. The catalyst class is: 7. Product: [NH2:6][C:5]1[N:32]([CH3:31])[N:33]=[C:14]([CH:8]2[CH2:13][CH2:12][CH2:11][CH2:10][CH2:9]2)[C:4]=1[C:3]#[N:7]. (2) Reactant: C([O:3][C:4]([C:6]1[CH:24]=[CH:23][C:9]2[N:10]([CH3:22])[C:11]([NH:13][C:14]3[C:19]([F:20])=[CH:18][CH:17]=[CH:16][C:15]=3[F:21])=[N:12][C:8]=2[CH:7]=1)=[O:5])C.[OH-].[Na+]. Product: [F:21][C:15]1[CH:16]=[CH:17][CH:18]=[C:19]([F:20])[C:14]=1[NH:13][C:11]1[N:10]([CH3:22])[C:9]2[CH:23]=[CH:24][C:6]([C:4]([OH:5])=[O:3])=[CH:7][C:8]=2[N:12]=1. The catalyst class is: 8. (3) Reactant: [H-].[Na+].Cl[CH2:4][O:5][CH3:6].[Cl-].[NH4+].[CH3:9][O:10][C:11]1[CH:12]=[C:13]([OH:17])[CH:14]=[CH:15][CH:16]=1. Product: [CH3:9][O:10][C:11]1[CH:16]=[CH:15][CH:14]=[C:13]([O:17][CH2:4][O:5][CH3:6])[CH:12]=1. The catalyst class is: 9. (4) Reactant: [CH2:1]([O:8][C:9]1[N:14]=[CH:13][N:12]([CH2:15][CH2:16][C:17]2[CH:22]=[CH:21][C:20]([CH2:23]O)=[CH:19][CH:18]=2)[C:11](=[O:25])[CH:10]=1)[C:2]1[CH:7]=[CH:6][CH:5]=[CH:4][CH:3]=1.P(Br)(Br)[Br:27].C([O-])(O)=O.[Na+]. Product: [CH2:1]([O:8][C:9]1[N:14]=[CH:13][N:12]([CH2:15][CH2:16][C:17]2[CH:22]=[CH:21][C:20]([CH2:23][Br:27])=[CH:19][CH:18]=2)[C:11](=[O:25])[CH:10]=1)[C:2]1[CH:7]=[CH:6][CH:5]=[CH:4][CH:3]=1. The catalyst class is: 2. (5) Reactant: [CH:1]1([N:4]2[CH2:9][C:8]3([CH2:14][CH2:13][N:12]([CH:15]([C:19]4[CH:24]=[CH:23][C:22]([C:25]5[CH:34]=[C:33]6[C:28]([CH:29]=[CH:30][CH:31]=[N:32]6)=[CH:27][CH:26]=5)=[CH:21][C:20]=4[F:35])[C:16]([OH:18])=O)[CH2:11][CH2:10]3)[O:7][CH2:6][C:5]2=[O:36])[CH2:3][CH2:2]1.Cl.C[N:39](C)CCCN=C=NCC.[Br-].[NH4+]. Product: [CH:1]1([N:4]2[CH2:9][C:8]3([CH2:14][CH2:13][N:12]([CH:15]([C:19]4[CH:24]=[CH:23][C:22]([C:25]5[CH:34]=[C:33]6[C:28]([CH:29]=[CH:30][CH:31]=[N:32]6)=[CH:27][CH:26]=5)=[CH:21][C:20]=4[F:35])[C:16]([NH2:39])=[O:18])[CH2:11][CH2:10]3)[O:7][CH2:6][C:5]2=[O:36])[CH2:2][CH2:3]1. The catalyst class is: 112. (6) Reactant: [CH3:1][C:2]1[N:6]=[C:5]([CH3:7])[N:4]([C:8]2[N:13]=[C:12]([CH3:14])[N:11]=[C:10]([C@@H:15]3[CH2:17][C@H:16]3[C:18]3[N:19]=[C:20]4[CH:25]=[CH:24][CH:23]=[CH:22][N:21]4[C:26]=3I)[CH:9]=2)[N:3]=1.[F-].[Cs+].[CH2:30]([Sn](CCCC)(CCCC)C=C)[CH2:31]CC. Product: [CH3:1][C:2]1[N:6]=[C:5]([CH3:7])[N:4]([C:8]2[N:13]=[C:12]([CH3:14])[N:11]=[C:10]([C@@H:15]3[CH2:17][C@H:16]3[C:18]3[N:19]=[C:20]4[CH:25]=[CH:24][CH:23]=[CH:22][N:21]4[C:26]=3[CH:30]=[CH2:31])[CH:9]=2)[N:3]=1. The catalyst class is: 25. (7) Reactant: [CH3:1][N:2]1[CH:6]=[C:5]([C:7]2[N:12]=[C:11]([C:13]3[CH:14]=[N:15][NH:16][CH:17]=3)[N:10]3[CH:18]=[CH:19][N:20]=[C:9]3[CH:8]=2)[CH:4]=[N:3]1.[CH:21]1([CH:24](O)[CH2:25][CH2:26][CH3:27])[CH2:23][CH2:22]1.C1(P(C2C=CC=CC=2)C2C=CC=CC=2)C=CC=CC=1.N(C(OCC)=O)=NC(OCC)=O. Product: [CH:21]1([CH:24]([N:15]2[CH:14]=[C:13]([C:11]3[N:10]4[CH:18]=[CH:19][N:20]=[C:9]4[CH:8]=[C:7]([C:5]4[CH:4]=[N:3][N:2]([CH3:1])[CH:6]=4)[N:12]=3)[CH:17]=[N:16]2)[CH2:25][CH2:26][CH3:27])[CH2:23][CH2:22]1. The catalyst class is: 1.